This data is from Full USPTO retrosynthesis dataset with 1.9M reactions from patents (1976-2016). The task is: Predict the reactants needed to synthesize the given product. (1) Given the product [N:14]1[CH:13]=[CH:12][CH:11]=[N:10][C:7]=1[C:1]1[CH:6]=[C:5]([CH:4]=[CH:3][CH:2]=1)[CH:18]=[O:19], predict the reactants needed to synthesize it. The reactants are: [C:1]1([CH3:7])[CH:6]=[CH:5][CH:4]=[CH:3][CH:2]=1.ClC1[N:14]=[CH:13][CH:12]=[CH:11][N:10]=1.CN([CH:18]=[O:19])C.C([O-])([O-])=O.[K+].[K+]. (2) The reactants are: Br[C:2]1[N:7]=[CH:6][C:5]([NH:8][C:9](=[O:23])[CH2:10][CH:11]2[CH2:16][CH2:15][N:14]([S:17]([CH2:20][CH2:21][CH3:22])(=[O:19])=[O:18])[CH2:13][CH2:12]2)=[CH:4][CH:3]=1.[F:24][C:25]1[CH:26]=[C:27](B(O)O)[CH:28]=[C:29]([F:31])[CH:30]=1. Given the product [F:24][C:25]1[CH:26]=[C:27]([C:2]2[N:7]=[CH:6][C:5]([NH:8][C:9](=[O:23])[CH2:10][CH:11]3[CH2:16][CH2:15][N:14]([S:17]([CH2:20][CH2:21][CH3:22])(=[O:19])=[O:18])[CH2:13][CH2:12]3)=[CH:4][CH:3]=2)[CH:28]=[C:29]([F:31])[CH:30]=1, predict the reactants needed to synthesize it. (3) Given the product [Cl:6][C:7]1[CH:12]=[CH:11][C:10]([N:13]2[C:14]([CH3:28])=[C:15]([C:19](=[O:27])[CH2:20][CH:21]3[CH2:26][CH2:25][CH2:24][CH2:23][CH2:22]3)[C:16]([CH3:17])=[N:1]2)=[CH:9][CH:8]=1, predict the reactants needed to synthesize it. The reactants are: [NH:1]1C=CC=N1.[Cl:6][C:7]1[CH:12]=[CH:11][C:10]([N:13]2[C:17](C)=[CH:16][C:15]([C:19](=[O:27])[CH2:20][CH:21]3[CH2:26][CH2:25][CH2:24][CH2:23][CH2:22]3)=[C:14]2[CH3:28])=[CH:9][CH:8]=1. (4) Given the product [CH2:1]([O:3][C:4](=[O:16])[C:5](=[C:11]([Cl:32])[CH:13]1[CH2:15][CH2:14]1)[C:6]([O:8][CH2:9][CH3:10])=[O:7])[CH3:2], predict the reactants needed to synthesize it. The reactants are: [CH2:1]([O:3][C:4](=[O:16])[CH:5]([C:11]([CH:13]1[CH2:15][CH2:14]1)=O)[C:6]([O:8][CH2:9][CH3:10])=[O:7])[CH3:2].C(N(CCCC)CCCC)CCC.P(Cl)(Cl)([Cl:32])=O. (5) Given the product [Cl:56][C:57]1[CH:62]=[CH:61][CH:60]=[CH:59][C:58]=1[CH2:63][S:64]([NH:67][C:53]([CH:50]1[CH2:51][CH2:52][N:47]([C:35]2[C:34]([C:32]#[N:33])=[CH:39][C:38]([C:40]([O:42][CH:43]([CH3:44])[CH3:45])=[O:41])=[C:37]([CH3:46])[N:36]=2)[CH2:48][CH2:49]1)=[O:55])(=[O:65])=[O:66], predict the reactants needed to synthesize it. The reactants are: CN(C(ON1N=NC2C=CC=CC1=2)=[N+](C)C)C.[B-](F)(F)(F)F.CCN(C(C)C)C(C)C.[C:32]([C:34]1[C:35]([N:47]2[CH2:52][CH2:51][CH:50]([C:53]([OH:55])=O)[CH2:49][CH2:48]2)=[N:36][C:37]([CH3:46])=[C:38]([C:40]([O:42][CH:43]([CH3:45])[CH3:44])=[O:41])[CH:39]=1)#[N:33].[Cl:56][C:57]1[CH:62]=[CH:61][CH:60]=[CH:59][C:58]=1[CH2:63][S:64]([NH2:67])(=[O:66])=[O:65].C([O-])(O)=O.[Na+].